Dataset: Reaction yield outcomes from USPTO patents with 853,638 reactions. Task: Predict the reaction yield, written as a fraction of the theoretical maximum amount of product (1.0 means a 100% yield; for example, 0.34 means a 34% yield). (1) The reactants are CN1CCN(C2C=CC(N[CH:15]=[C:16]3[C:24]4[C:19](=[CH:20][C:21]([C:25]([C:27]5[CH:28]=[C:29]([NH:33][C:34]([C:36]6[C:40]([Cl:41])=[CH:39][N:38]([CH2:42][CH3:43])[N:37]=6)=[O:35])[CH:30]=[CH:31][CH:32]=5)=[O:26])=[CH:22][CH:23]=4)[NH:18][C:17]3=[O:44])=CC=2)CC1.C1COCC1.[NH2:50][C:51]1[CH:56]=[CH:55][C:54]([CH2:57][CH2:58][CH2:59][C:60]([OH:62])=[O:61])=[CH:53][CH:52]=1. The catalyst is CCOC(C)=O.CCCCCC. The product is [Cl:41][C:40]1[C:36]([C:34]([NH:33][C:29]2[CH:28]=[C:27]([CH:32]=[CH:31][CH:30]=2)[C:25]([C:21]2[CH:20]=[C:19]3[C:24]([C:16](=[CH:15][NH:50][C:51]4[CH:52]=[CH:53][C:54]([CH2:57][CH2:58][CH2:59][C:60]([OH:62])=[O:61])=[CH:55][CH:56]=4)[C:17](=[O:44])[NH:18]3)=[CH:23][CH:22]=2)=[O:26])=[O:35])=[N:37][N:38]([CH2:42][CH3:43])[CH:39]=1. The yield is 0.450. (2) The reactants are OO.[CH2:3]([N:5]1[CH2:13][C:12]2[C:7](=[CH:8][C:9]3[N+:17]([O-:18])=[N:16][C:15]([NH2:19])=[N:14][C:10]=3[CH:11]=2)[CH2:6]1)[CH3:4].C(O)(C(F)(F)F)=[O:21].O. The catalyst is N. The product is [CH2:3]([N:5]1[CH2:13][C:12]2[C:7](=[CH:8][C:9]3[N+:17]([O-:18])=[N:16][C:15]([NH2:19])=[N+:14]([O-:21])[C:10]=3[CH:11]=2)[CH2:6]1)[CH3:4]. The yield is 0.190. (3) The reactants are [CH3:1][CH2:2][O-:3].[Na+].[CH2:5]([O:7][C:8]([C:10]1[C:11](Cl)=[N:12][C:13]2[C:18]([C:19]=1[CH3:20])=[CH:17][CH:16]=[C:15]([C:21]([F:24])([F:23])[F:22])[CH:14]=2)=[O:9])[CH3:6]. The catalyst is CCO.O.CCOC(C)=O. The product is [CH2:5]([O:7][C:8]([C:10]1[C:11]([O:3][CH2:2][CH3:1])=[N:12][C:13]2[C:18]([C:19]=1[CH3:20])=[CH:17][CH:16]=[C:15]([C:21]([F:24])([F:23])[F:22])[CH:14]=2)=[O:9])[CH3:6]. The yield is 0.970. (4) The reactants are [CH3:1][N:2]1[C:14]2[C:5](=[C:6]3[C:11](=[CH:12][CH:13]=2)[N:10]=[CH:9][CH:8]=[CH:7]3)[N:4]=[C:3]1[CH:15]([CH3:21])[CH2:16][C:17]([O:19]C)=[O:18].O.[OH-].[Li+]. The catalyst is C(#N)C.O. The product is [CH3:1][N:2]1[C:14]2[C:5](=[C:6]3[C:11](=[CH:12][CH:13]=2)[N:10]=[CH:9][CH:8]=[CH:7]3)[N:4]=[C:3]1[CH:15]([CH3:21])[CH2:16][C:17]([OH:19])=[O:18]. The yield is 0.900. (5) The reactants are [C:1]1([N:7]2[C:11]3[CH:12]=[CH:13][CH:14]=[CH:15][C:10]=3[N:9]=[C:8]2[C@@H:16]([NH2:18])[CH3:17])[CH:6]=[CH:5][CH:4]=[CH:3][CH:2]=1.Cl[C:20]1[N:28]=[C:27]([NH2:29])[N:26]=[C:25]2[C:21]=1[N:22]=[CH:23][NH:24]2.C(N(C(C)C)C(C)C)C. The catalyst is CCCCO. The product is [C:1]1([N:7]2[C:11]3[CH:12]=[CH:13][CH:14]=[CH:15][C:10]=3[N:9]=[C:8]2[C@@H:16]([NH:18][C:20]2[N:28]=[C:27]([NH2:29])[N:26]=[C:25]3[C:21]=2[N:22]=[CH:23][NH:24]3)[CH3:17])[CH:2]=[CH:3][CH:4]=[CH:5][CH:6]=1. The yield is 0.400. (6) The reactants are [C:1]([CH2:3][CH2:4][S:5][C:6]1[CH:11]=[C:10]([NH2:12])[C:9]([S:13][CH2:14][CH2:15][C:16]#[N:17])=[CH:8][C:7]=1[NH:18][C:19](=[O:29])[C:20]1[CH:25]=[CH:24][C:23]([N+:26]([O-:28])=[O:27])=[CH:22][CH:21]=1)#[N:2].[OH:30][C:31]1[CH:39]=[CH:38][C:34]([C:35](O)=[O:36])=[CH:33][CH:32]=1. The catalyst is CN1C(=O)CCC1. The product is [C:16]([CH2:15][CH2:14][S:13][C:9]1[CH:8]=[C:7]([NH:18][C:19](=[O:29])[C:20]2[CH:21]=[CH:22][C:23]([N+:26]([O-:28])=[O:27])=[CH:24][CH:25]=2)[C:6]([S:5][CH2:4][CH2:3][C:1]#[N:2])=[CH:11][C:10]=1[NH:12][C:35](=[O:36])[C:34]1[CH:38]=[CH:39][C:31]([OH:30])=[CH:32][CH:33]=1)#[N:17]. The yield is 0.763. (7) The reactants are [CH3:1][N:2]1[C:6]2[CH:7]=[CH:8][CH:9]=[CH:10][C:5]=2[O:4][C:3]1=[O:11].[S:12]([Cl:16])(=O)(=[O:14])[OH:13]. The catalyst is [Cl-].[Na+].O. The product is [CH3:1][N:2]1[C:6]2[CH:7]=[CH:8][C:9]([S:12]([Cl:16])(=[O:14])=[O:13])=[CH:10][C:5]=2[O:4][C:3]1=[O:11]. The yield is 0.460. (8) The reactants are C(NC(C)C)(C)C.C([Li])CCC.[I:13][C:14]1[CH:19]=[CH:18][C:17]([CH2:20][C:21]([OH:23])=[O:22])=[CH:16][CH:15]=1.I[CH2:25][CH:26]1[CH2:30][CH2:29][CH2:28][CH2:27]1. The catalyst is O1CCCC1.CN1CCCN(C)C1=O. The product is [CH:26]1([CH2:25][CH:20]([C:17]2[CH:16]=[CH:15][C:14]([I:13])=[CH:19][CH:18]=2)[C:21]([OH:23])=[O:22])[CH2:30][CH2:29][CH2:28][CH2:27]1. The yield is 0.700. (9) The reactants are [NH2:1][C:2]1[CH:7]=[CH:6][CH:5]=[CH:4][CH:3]=1.[CH:8]([C:10]1[N:15]=[C:14]([C:16]([O:18][CH3:19])=[O:17])[CH:13]=[CH:12][CH:11]=1)=O.C(O)(=O)C.C(O[BH-](OC(=O)C)OC(=O)C)(=O)C.[Na+]. The catalyst is ClCCl. The product is [C:2]1([NH:1][CH2:8][C:10]2[N:15]=[C:14]([C:16]([O:18][CH3:19])=[O:17])[CH:13]=[CH:12][CH:11]=2)[CH:7]=[CH:6][CH:5]=[CH:4][CH:3]=1. The yield is 0.970.